Dataset: Experimentally validated miRNA-target interactions with 360,000+ pairs, plus equal number of negative samples. Task: Binary Classification. Given a miRNA mature sequence and a target amino acid sequence, predict their likelihood of interaction. (1) The miRNA is hsa-miR-9-3p with sequence AUAAAGCUAGAUAACCGAAAGU. The protein sequence of the target gene is MEQVNELKEKGNKALSVGNIDDALQCYSEAIKLDPHNHVLYSNRSAAYAKKGDYQKAYEDGCKTVDLKPDWGKGYSRKAAALEFLNRFEEAKRTYEEGLKHEANNPQLKEGLQNMEARLAERKFMNPFNMPNLYQKLESDPRTRTLLSDPTYRELIEQLRNKPSDLGTKLQDPRIMTTLSVLLGVDLGSMDEEEEIATPPPPPPPKKETKPEPMEEDLPENKKQALKEKELGNDAYKKKDFDTALKHYDKAKELDPTNMTYITNQAAVYFEKGDYNKCRELCEKAIEVGRENREDYRQIA.... Result: 0 (no interaction). (2) Result: 0 (no interaction). The protein sequence of the target gene is MLRPKALTQVLSQANTGGVQSTLLLNNEGSLLAYSGYGDTDARVTAAIASNIWAAYDRNGNQAFNEDNLKFILMDCMEGRVAITRVANLLLCMYAKETVGFGMLKAKAQALVQYLEEPLTQVAAS. The miRNA is hsa-miR-8062 with sequence CAGUGAUUUGAGGAUUAUUGC. (3) The miRNA is hsa-miR-3683 with sequence UGCGACAUUGGAAGUAGUAUCA. The protein sequence of the target gene is MAASCPLPVTPDLPTLRAKLQGLLQFLRDALSISNAHTVDFYTESVWEELVDLPPETVLAALRKSASETEALPSETRPLVEAEWEAGMTDFPKIFCETSQKLVSVEAFALAAKYYSVQNLGICTPFEQLLVALRGNQNQRIGENQKAVEFMNMKKSHEVQAMSELISSIADYYGIKQVIDLGSGKGYLSSFLSLKYGLKVYGIDSSNTNTHGAEERNRKLKKHWKLCHAQSRLDVNGLALKMAKERKVQNKVKNKADTEEVFNNSPTNQEKMPTSAILPDFSGSVISNIRNQMETLHSQP.... Result: 0 (no interaction). (4) The miRNA is hsa-miR-4709-3p with sequence UUGAAGAGGAGGUGCUCUGUAGC. The protein sequence of the target gene is MAEDSGKKKRRKNFEAMFKGILQSGLDNFVINHMLKNNVAGQTSIQTLVPNTDQKSTSVKKDNHKKKTVKMLEYLGKDVLHGVFNYLAKHDVLTLKEEEKKKYYDTKIEDKALILVDSLRKNRVAHQMFTQTLLNMDQKITSVKPLLQIEAGPPESAESTNILKLCPREEFLRLCKKNHDEIYPIKKREDRRRLALIICNTKFDHLPARNGAHYDIVGMKRLLQGLGYTVVDEKNLTARDMESVLRAFAARPEHKSSDSTFLVLMSHGILEGICGTAHKKKKPDVLLYDTIFQIFNNRNC.... Result: 1 (interaction). (5) The miRNA is hsa-miR-550b-2-5p with sequence AUGUGCCUGAGGGAGUAAGACA. The protein sequence of the target gene is MTSQPISNETIIMLPSNVINFSQAEKPEPTNQGQDSLKKRLQAKVKVIGVHSSLAGSILSALSALVGFILLSVNPAALNPASLQCKLDEKDIPTRLLLSYDYHSPYTMDCHRAKASLAGTLSLMLVSTVLEFCLAVLTAVLQWKQTV. Result: 0 (no interaction). (6) The miRNA is hsa-miR-4716-3p with sequence AAGGGGGAAGGAAACAUGGAGA. The protein sequence of the target gene is MASPTLSPDSSSQEALSAPTCSPTSDSENLSPDELELLAKLEEQNRLLEADSKSMRSMNGSRRNSGSSLVSSSSASSNLSHLEEDTWILWGRIANEWEEWRRRKEKLLKELIRKGIPHHFRAIVWQLLCSATDMPVKNQYSELLKMSSPCEKLIRRDIARTYPEHEFFKGQDSLGQEVLFNVMKAYSLVDREVGYCQGSAFIVGLLLMQMPEEEAFCVFVRLMQEYRLRELFKPSMAELGLCIYQFEYMLQEQLPDLNTHFRSQSFHTSMYASSWFLTLFLTTFPLPVATRVFDIFMYEG.... Result: 1 (interaction).